This data is from Catalyst prediction with 721,799 reactions and 888 catalyst types from USPTO. The task is: Predict which catalyst facilitates the given reaction. (1) Reactant: Cl[C:2]1[N:7]=[C:6]([Cl:8])[N:5]=[C:4]([CH2:9][CH2:10][C:11]([F:14])([F:13])[F:12])[N:3]=1.[Cl:15][C:16]1[CH:17]=[C:18]([NH2:23])[CH:19]=[CH:20][C:21]=1[F:22].CCN(CC)CC. Product: [Cl:15][C:16]1[CH:17]=[C:18]([NH:23][C:2]2[N:7]=[C:6]([Cl:8])[N:5]=[C:4]([CH2:9][CH2:10][C:11]([F:14])([F:13])[F:12])[N:3]=2)[CH:19]=[CH:20][C:21]=1[F:22]. The catalyst class is: 299. (2) Reactant: Cl.[CH2:2]([NH:5][C@@H:6]([CH3:18])[CH2:7][C:8]1[CH:13]=[CH:12][C:11]([S:14]([CH3:17])(=[O:16])=[O:15])=[CH:10][CH:9]=1)[CH2:3][CH3:4].[C:19]([O:23][C:24]([N:26]1[CH2:32][CH2:31][CH2:30][N:29]([CH2:33][CH2:34][CH2:35][CH:36]=O)[C:28](=[O:38])[CH2:27]1)=[O:25])([CH3:22])([CH3:21])[CH3:20].C(N(CC)CC)C.C(O[BH-](OC(=O)C)OC(=O)C)(=O)C.[Na+]. The catalyst class is: 26. Product: [C:19]([O:23][C:24]([N:26]1[CH2:32][CH2:31][CH2:30][N:29]([CH2:33][CH2:34][CH2:35][CH2:36][N:5]([C@@H:6]([CH3:18])[CH2:7][C:8]2[CH:13]=[CH:12][C:11]([S:14]([CH3:17])(=[O:16])=[O:15])=[CH:10][CH:9]=2)[CH2:2][CH2:3][CH3:4])[C:28](=[O:38])[CH2:27]1)=[O:25])([CH3:22])([CH3:21])[CH3:20]. (3) Reactant: C1(P(C2C=CC=CC=2)C2C=CC=CC=2)C=CC=CC=1.CCOC(/N=N/C(OCC)=O)=O.[F:32][C:33]1[C:41]([OH:42])=[CH:40][CH:39]=[C:38]([F:43])[C:34]=1[C:35]([NH2:37])=[O:36].[CH3:44][O:45][C:46](=[O:58])[C@@H:47](O)[CH2:48][O:49][CH2:50][C:51]1[CH:56]=[CH:55][CH:54]=[CH:53][CH:52]=1. Product: [CH3:44][O:45][C:46](=[O:58])[C@H:47]([O:42][C:41]1[CH:40]=[CH:39][C:38]([F:43])=[C:34]([C:35](=[O:36])[NH2:37])[C:33]=1[F:32])[CH2:48][O:49][CH2:50][C:51]1[CH:52]=[CH:53][CH:54]=[CH:55][CH:56]=1. The catalyst class is: 1. (4) Reactant: [Cl:1][C:2]([Cl:33])([Cl:32])[CH2:3][O:4][C:5](=[O:31])[NH:6][C:7]1[CH:12]=[CH:11][C:10]([O:13][C:14]2[CH:19]=[CH:18][C:17]([C:20](=[O:29])[NH:21][C:22]3[CH:27]=[CH:26][C:25]([Br:28])=[CH:24][CH:23]=3)=[CH:16][C:15]=2[NH2:30])=[CH:9][CH:8]=1.C([C:36]1[C:37]([N:45]=[CH:46][N:47]([CH3:49])C)=[N:38][C:39]([CH:42]([CH3:44])[CH3:43])=[CH:40][CH:41]=1)#N. Product: [Cl:33][C:2]([Cl:1])([Cl:32])[CH2:3][O:4][C:5](=[O:31])[NH:6][C:7]1[CH:8]=[CH:9][C:10]([O:13][C:14]2[CH:19]=[CH:18][C:17]([C:20](=[O:29])[NH:21][C:22]3[CH:27]=[CH:26][C:25]([Br:28])=[CH:24][CH:23]=3)=[CH:16][C:15]=2[NH:30][C:49]2[C:36]3[CH:41]=[CH:40][C:39]([CH:42]([CH3:43])[CH3:44])=[N:38][C:37]=3[N:45]=[CH:46][N:47]=2)=[CH:11][CH:12]=1. The catalyst class is: 15. (5) Product: [CH2:1]([S:3][C:4]1[C:5]([C:10]2[O:11][C:14]3[C:13]([N:12]=2)=[CH:18][C:17]([S:19]([C:21]([F:24])([F:22])[F:23])=[O:20])=[CH:16][N:15]=3)=[N:6][CH:7]=[CH:8][CH:9]=1)[CH3:2]. The catalyst class is: 1. Reactant: [CH2:1]([S:3][C:4]1[C:5]([C:10]([NH:12][C:13]2[C:14](O)=[N:15][CH:16]=[C:17]([S:19]([C:21]([F:24])([F:23])[F:22])=[O:20])[CH:18]=2)=[O:11])=[N:6][CH:7]=[CH:8][CH:9]=1)[CH3:2].COCCOC(/N=N/C(OCCOC)=O)=O.C1(P(C2C=CC=CC=2)C2C=CC=CC=2)C=CC=CC=1.